This data is from Peptide-MHC class I binding affinity with 185,985 pairs from IEDB/IMGT. The task is: Regression. Given a peptide amino acid sequence and an MHC pseudo amino acid sequence, predict their binding affinity value. This is MHC class I binding data. The peptide sequence is KVFPYALINK. The MHC is HLA-A31:01 with pseudo-sequence HLA-A31:01. The binding affinity (normalized) is 0.786.